Task: Regression/Classification. Given a drug SMILES string, predict its toxicity properties. Task type varies by dataset: regression for continuous values (e.g., LD50, hERG inhibition percentage) or binary classification for toxic/non-toxic outcomes (e.g., AMES mutagenicity, cardiotoxicity, hepatotoxicity). Dataset: herg_karim.. Dataset: hERG potassium channel inhibition data for cardiac toxicity prediction from Karim et al. (1) The result is 1 (blocker). The compound is CCOC(=O)C1CCC(N2CC(NC(=O)CNc3noc4ccc(C(F)(F)F)cc34)C2)CC1. (2) The drug is O=C(CNC(=O)c1cccc(C(F)(F)F)c1)NC1CN(C2CCC(c3ccc(N4CCCC4)cc3)CC2)C1. The result is 1 (blocker).